This data is from M1 muscarinic receptor antagonist screen with 61,756 compounds. The task is: Binary Classification. Given a drug SMILES string, predict its activity (active/inactive) in a high-throughput screening assay against a specified biological target. (1) The compound is S(=O)(=O)(N(CC)CC)c1cc(ccc1)C(OCc1nc2sc(nn2c(=O)c1)C)=O. The result is 0 (inactive). (2) The result is 0 (inactive). The molecule is FC(F)(F)C(Nc1c(OC)cccc1)(NC(=O)CC)C(OCC)=O.